Dataset: Reaction yield outcomes from USPTO patents with 853,638 reactions. Task: Predict the reaction yield, written as a fraction of the theoretical maximum amount of product (1.0 means a 100% yield; for example, 0.34 means a 34% yield). The reactants are [N+:1]([C:4]1[CH:9]=[CH:8][C:7]([NH:10][C:11](=[O:25])[C:12]2[CH:17]=[CH:16][CH:15]=[C:14]([NH:18][C:19]3[CH:24]=[CH:23][N:22]=[CH:21][CH:20]=3)[CH:13]=2)=[CH:6][CH:5]=1)([O-:3])=[O:2].[CH3:26][O:27][S:28]([C:31]1[CH:36]=[CH:35][C:34]([CH3:37])=[CH:33][CH:32]=1)(=[O:30])=[O:29]. The catalyst is CN(C=O)C. The product is [CH3:37][C:34]1[CH:33]=[CH:32][C:31]([S:28]([O-:30])(=[O:29])=[O:27])=[CH:36][CH:35]=1.[CH3:26][N+:22]1[CH:21]=[CH:20][C:19]([NH:18][C:14]2[CH:15]=[CH:16][CH:17]=[C:12]([C:11]([NH:10][C:7]3[CH:6]=[CH:5][C:4]([N+:1]([O-:3])=[O:2])=[CH:9][CH:8]=3)=[O:25])[CH:13]=2)=[CH:24][CH:23]=1. The yield is 0.970.